Dataset: Forward reaction prediction with 1.9M reactions from USPTO patents (1976-2016). Task: Predict the product of the given reaction. (1) Given the reactants [NH2:1][C:2]([CH3:20])([CH2:5][N:6]1[N:10]=[C:9]2[CH:11]=[C:12]([Cl:19])[CH:13]=[C:14]([C:15]([F:18])([F:17])[F:16])[C:8]2=[N:7]1)[C:3]#[N:4].[O:21]([C:28]1[CH:36]=[CH:35][C:31]([C:32](Cl)=[O:33])=[CH:30][CH:29]=1)[C:22]1[CH:27]=[CH:26][CH:25]=[CH:24][CH:23]=1, predict the reaction product. The product is: [Cl:19][C:12]1[CH:13]=[C:14]([C:15]([F:18])([F:17])[F:16])[C:8]2[C:9]([CH:11]=1)=[N:10][N:6]([CH2:5][C:2]([NH:1][C:32](=[O:33])[C:31]1[CH:30]=[CH:29][C:28]([O:21][C:22]3[CH:27]=[CH:26][CH:25]=[CH:24][CH:23]=3)=[CH:36][CH:35]=1)([C:3]#[N:4])[CH3:20])[N:7]=2. (2) Given the reactants [CH2:1]([NH:3][CH2:4][C:5]1[CH:10]=[CH:9][CH:8]=[CH:7][CH:6]=1)[CH3:2].[C:11]([N:14]1[C:23]2[C:18](=[CH:19][C:20]([NH:24][C:25]([CH2:27][C:28]([OH:30])=O)=[O:26])=[CH:21][CH:22]=2)[C:17]([C:32]2[CH:37]=[CH:36][CH:35]=[CH:34][CH:33]=2)([CH3:31])[CH2:16][C:15]1([CH3:39])[CH3:38])(=[O:13])[CH3:12].CN(C(ON1N=NC2C=CC=NC1=2)=[N+](C)C)C.F[P-](F)(F)(F)(F)F.C(N(CC)C(C)C)(C)C, predict the reaction product. The product is: [C:11]([N:14]1[C:23]2[C:18](=[CH:19][C:20]([NH:24][C:25]([CH2:27][C:28]([N:3]([CH2:1][CH3:2])[CH2:4][C:5]3[CH:10]=[CH:9][CH:8]=[CH:7][CH:6]=3)=[O:30])=[O:26])=[CH:21][CH:22]=2)[C:17]([C:32]2[CH:33]=[CH:34][CH:35]=[CH:36][CH:37]=2)([CH3:31])[CH2:16][C:15]1([CH3:38])[CH3:39])(=[O:13])[CH3:12]. (3) Given the reactants [C:1]([NH:4][CH2:5][C@H:6]1[O:10][C:9](=[O:11])[N:8]([C:12]2[CH:17]=[C:16]([F:18])[C:15]([C:19]3[CH:20]=[CH:21][C:22]([NH:25]C(=O)OC(C)(C)C)=[N:23][CH:24]=3)=[C:14]([F:33])[CH:13]=2)[CH2:7]1)(=[O:3])[CH3:2].Cl, predict the reaction product. The product is: [NH2:25][C:22]1[N:23]=[CH:24][C:19]([C:15]2[C:14]([F:33])=[CH:13][C:12]([N:8]3[CH2:7][C@H:6]([CH2:5][NH:4][C:1](=[O:3])[CH3:2])[O:10][C:9]3=[O:11])=[CH:17][C:16]=2[F:18])=[CH:20][CH:21]=1. (4) Given the reactants [NH2:1][C:2]1[CH:9]=[CH:8][CH:7]=[CH:6][C:3]=1[CH:4]=[O:5].CCN(CC)CC.[C:17](Cl)(=[O:20])[CH2:18][CH3:19], predict the reaction product. The product is: [CH:4]([C:3]1[CH:6]=[CH:7][CH:8]=[CH:9][C:2]=1[NH:1][C:17](=[O:20])[CH2:18][CH3:19])=[O:5]. (5) Given the reactants [CH3:1][O:2][C:3]1[CH:4]=[C:5]([C:11]2[CH:12]=[C:13]([C:22]([OH:24])=[O:23])[C:14]3[O:18][CH:17]([CH:19]=[CH2:20])[CH2:16][C:15]=3[CH:21]=2)[CH:6]=[CH:7][C:8]=1[O:9][CH3:10], predict the reaction product. The product is: [CH3:1][O:2][C:3]1[CH:4]=[C:5]([C:11]2[CH:12]=[C:13]([C:22]([OH:24])=[O:23])[C:14]3[O:18][CH:17]([CH2:19][CH3:20])[CH2:16][C:15]=3[CH:21]=2)[CH:6]=[CH:7][C:8]=1[O:9][CH3:10]. (6) Given the reactants [CH2:1]([N:8]1[CH2:15][CH:14]2[CH:10]([CH2:11][NH:12][CH2:13]2)[CH2:9]1)[C:2]1[CH:7]=[CH:6][CH:5]=[CH:4][CH:3]=1.[CH3:16][C:17]([O:20][C:21](O[C:21]([O:20][C:17]([CH3:19])([CH3:18])[CH3:16])=[O:22])=[O:22])([CH3:19])[CH3:18], predict the reaction product. The product is: [CH2:1]([N:8]1[CH2:9][CH:10]2[CH2:11][N:12]([C:21]([O:20][C:17]([CH3:19])([CH3:18])[CH3:16])=[O:22])[CH2:13][CH:14]2[CH2:15]1)[C:2]1[CH:7]=[CH:6][CH:5]=[CH:4][CH:3]=1. (7) Given the reactants [NH2:1][C:2]1[CH:10]=[CH:9][CH:8]=[C:7]([CH3:11])[C:3]=1[C:4]([OH:6])=[O:5].C(=O)(O)[O-].[Na+].[CH2:17]([N:19]=[C:20]=[O:21])[CH3:18], predict the reaction product. The product is: [CH2:17]([NH:19][C:20]([NH:1][C:2]1[CH:10]=[CH:9][CH:8]=[C:7]([CH3:11])[C:3]=1[C:4]([OH:6])=[O:5])=[O:21])[CH3:18].